From a dataset of Forward reaction prediction with 1.9M reactions from USPTO patents (1976-2016). Predict the product of the given reaction. (1) Given the reactants O[CH2:2]/[CH:3]=[CH:4]/[C:5]1[CH:6]=[C:7]([CH:14]=[C:15]([O:17][CH3:18])[CH:16]=1)[O:8][CH2:9][C:10]([O:12][CH3:13])=[O:11].C(Br)(Br)(Br)[Br:20].C1(P(C2C=CC=CC=2)C2C=CC=CC=2)C=CC=CC=1.CCOCC, predict the reaction product. The product is: [Br:20][CH2:2]/[CH:3]=[CH:4]/[C:5]1[CH:6]=[C:7]([CH:14]=[C:15]([O:17][CH3:18])[CH:16]=1)[O:8][CH2:9][C:10]([O:12][CH3:13])=[O:11]. (2) Given the reactants [CH2:1]([C:8]1[CH2:12][C:11]([CH3:14])([CH3:13])[CH2:10][N:9]=1)[C:2]1[CH:7]=[CH:6][CH:5]=[CH:4][CH:3]=1.[CH:15]1[C:20]([C:21]([CH2:23]Br)=O)=[CH:19][CH:18]=[C:17]([Cl:25])[CH:16]=1.C(=O)(O)[O-].[Na+].N1CCC=C1, predict the reaction product. The product is: [Cl:25][C:17]1[CH:18]=[CH:19][C:20]([C:21]2[C:1]([C:2]3[CH:7]=[CH:6][CH:5]=[CH:4][CH:3]=3)=[C:8]3[N:9]([CH2:10][C:11]([CH3:14])([CH3:13])[CH2:12]3)[CH:23]=2)=[CH:15][CH:16]=1.